Dataset: Antibody developability classification from SAbDab with 2,409 antibodies. Task: Regression/Classification. Given an antibody's heavy chain and light chain sequences, predict its developability. TAP uses regression for 5 developability metrics; SAbDab uses binary classification. (1) The antibody is ['EVKLVESGGGLVQSGGSLRLSCATSGFTFTDYYMSWVRQPPGKALEWLAFIRNKAKGYTTEYSSSVKGRFTISRDNSQSFLYLQMNTLRAEDSATYYCARDINPGSDGYYDALDYWGQGTSVTVSR', 'DIVMTQSPSSLAVSAGEKVTMSCKSSQSLLNSRTRKNYLAWYQQKPGQSPKLLIYWASTRESGVPDRFTGSGSGTDFTLTISSVQAEDLAVYYCKQSYNLRTFGGGTKLELK']. Result: 1 (developable). (2) The antibody is ['QVTLKESGGGLVKPGGSLRLSCAASGFTFSSYSMNWVRQAPGKGLEWVSSISSSSSYIYYADSVKGRFTISRDNAKNSLYLQMNSLRAEDTAVYYCARQVGATWAFDIWGQGTLVTVSA', 'QSVLTQPPSASGTPGQRVTISCSGSSSNIGSNTVNWYQQLPGTAPKLLIYSNNQRPSGVPDRFSGSKSGTSASLAISGLQSEDEADYYCAAWDDSLNAWVFGGGTKLTVL']. Result: 0 (not developable). (3) Result: 0 (not developable). The antibody is ['QVQLQQSGTELVMPGASVKMSCKASGYTFTDYWMHWVKQRPGQGLEWIGSIDPSDSYTSHNEKFKGKATLTVDESSSTAYMQLSSLTSEDSAVYFCSRSGYGYYAMEYWGQGTSVTVSS', 'DIVLTQSPAILSVSPGERVSFSCRASQNIGTSIHWYQQRTNESPRLIIKYASESISGIPSRFSGSGSGTDFTLSINSVESEDIADYYCQQSNTWPYTFGGGTKLELK']. (4) The antibody is ['EVKLLESGGGLVQPGGSMRLSCAGSGFTFTDFYMNWIRQPAGKAPEWLGFIRDKAKGYTTEYNPSVKGRFTISRDNTQNMLYLQMNTLRAEDTATYYCAREGHTAAPFDYWGQGVMVTVSS', 'DIKMTQSPSFLSASVGDRVTLNCKASQNIDKYLNWYQQKLGESPKLLIYNTNNLQTGIPSRFSGSGSGTDFTLTISSLQPEDVATYFCLQHISRPRTFGTGTKLELK']. Result: 1 (developable). (5) The antibody is ['EVKLVESGGGLVQPGGSLRLSCATSGFTFTDYYMSWVRQPPGKALEWLGFIRNKAKGYTVEYSASVKGRFTISRDNSQSILYLQMNTLRAEDSATYYCARDGYYVDAMDYWGQGTSVTVSS', 'DIVLTQSPSSLAVSAGERVTMSCKSSQSLFKSRNQKNYLAWYQQKPGQSPKLLIYWASTRESGVPDRFTGSGSGTDFTLTINGVQAEDLAVYYCKQSYNLRTFGGGTKLELK']. Result: 0 (not developable).